From a dataset of Forward reaction prediction with 1.9M reactions from USPTO patents (1976-2016). Predict the product of the given reaction. (1) Given the reactants [Cl:1][C:2]1[C:11]2[C:6](=[CH:7][CH:8]=[C:9]([S:12](Cl)(=[O:14])=[O:13])[CH:10]=2)[C:5]([Cl:16])=[CH:4][N:3]=1.Cl.[C:18]([O:22][C:23](=[O:38])[C@@H:24]([CH2:26][CH2:27][CH2:28][CH2:29][NH:30][C:31]([O:33][C:34]([CH3:37])([CH3:36])[CH3:35])=[O:32])[NH2:25])([CH3:21])([CH3:20])[CH3:19].C(N(CC)CC)C, predict the reaction product. The product is: [C:18]([O:22][C:23](=[O:38])[C@@H:24]([CH2:26][CH2:27][CH2:28][CH2:29][NH:30][C:31]([O:33][C:34]([CH3:37])([CH3:36])[CH3:35])=[O:32])[NH:25][S:12]([C:9]1[CH:10]=[C:11]2[C:6]([C:5]([Cl:16])=[CH:4][N:3]=[C:2]2[Cl:1])=[CH:7][CH:8]=1)(=[O:14])=[O:13])([CH3:21])([CH3:20])[CH3:19]. (2) The product is: [NH2:16][C:17]1[CH:24]=[CH:23][C:20]([CH2:21][NH:22][CH:3]=[C:4]2[C:13]3[C:8](=[CH:9][CH:10]=[CH:11][CH:12]=3)[C:7](=[O:14])[NH:6][C:5]2=[O:15])=[CH:19][CH:18]=1. Given the reactants CO[CH:3]=[C:4]1[C:13]2[C:8](=[CH:9][CH:10]=[CH:11][CH:12]=2)[C:7](=[O:14])[NH:6][C:5]1=[O:15].[NH2:16][C:17]1[CH:24]=[CH:23][C:20]([CH2:21][NH2:22])=[CH:19][CH:18]=1, predict the reaction product. (3) Given the reactants [OH:1][N:2]1[C:7]([CH3:9])([CH3:8])[CH2:6][CH:5]([O:10][C:11](=[O:18])[C:12]2[CH:17]=[CH:16][CH:15]=[CH:14][CH:13]=2)[CH2:4][C:3]1([CH3:20])[CH3:19].[C:21](O)(=O)[CH3:22].OO.S([O-])([O-])=O.[Na+].[Na+].S(=O)(=O)(O)O, predict the reaction product. The product is: [CH:22]1([O:1][N:2]2[C:7]([CH3:9])([CH3:8])[CH2:6][CH:5]([O:10][C:11](=[O:18])[C:12]3[CH:17]=[CH:16][CH:15]=[CH:14][CH:13]=3)[CH2:4][C:3]2([CH3:20])[CH3:19])[CH2:21][CH2:5][CH2:4][CH2:3][CH2:19]1. (4) Given the reactants [CH2:1]([C@H:8]([NH:24][C:25]([C:27]1[N:31]2[CH2:32][CH2:33][CH2:34][N:35]([CH:38]([CH2:42][CH2:43][CH3:44])[CH2:39][CH2:40][CH3:41])[C:36](=[O:37])[C:30]2=[CH:29][CH:28]=1)=[O:26])[C@H:9]([OH:23])[CH2:10][NH:11][CH2:12][C:13]1[CH:18]=[CH:17][CH:16]=[C:15]([C:19]([F:22])([F:21])[F:20])[CH:14]=1)[C:2]1[CH:7]=[CH:6][CH:5]=[CH:4][CH:3]=1.[ClH:45], predict the reaction product. The product is: [ClH:45].[CH2:1]([C@H:8]([NH:24][C:25]([C:27]1[N:31]2[CH2:32][CH2:33][CH2:34][N:35]([CH:38]([CH2:42][CH2:43][CH3:44])[CH2:39][CH2:40][CH3:41])[C:36](=[O:37])[C:30]2=[CH:29][CH:28]=1)=[O:26])[C@H:9]([OH:23])[CH2:10][NH:11][CH2:12][C:13]1[CH:18]=[CH:17][CH:16]=[C:15]([C:19]([F:20])([F:21])[F:22])[CH:14]=1)[C:2]1[CH:3]=[CH:4][CH:5]=[CH:6][CH:7]=1. (5) The product is: [Cl:49][C:43]1[CH:44]=[C:45]([Cl:48])[CH:46]=[CH:47][C:42]=1[NH:41][C:39]([NH:62][CH2:59][CH:58]([C:22]1[CH:27]=[C:26]([C:28]([F:30])([F:29])[F:31])[CH:25]=[CH:24][C:23]=1[C:32]([F:35])([F:33])[F:34])[N:57]1[CH:53]=[CH:54][N:55]=[CH:56]1)=[N:38][C:36]#[N:37]. Given the reactants ClC1C=C(Cl)C=CC=1NC(NC([C:22]1[CH:27]=[C:26]([C:28]([F:31])([F:30])[F:29])[CH:25]=[CH:24][C:23]=1[C:32]([F:35])([F:34])[F:33])CN1C=CN=C1)=NC#N.[C:36]([NH:38][C:39]([NH:41][C:42]1[CH:47]=[CH:46][C:45]([Cl:48])=[CH:44][C:43]=1[Cl:49])=S)#[N:37].CN(C)C[CH2:53][CH2:54][N:55]=[C:56]=[N:57][CH2:58][CH3:59].C[N:62](C=O)C, predict the reaction product. (6) The product is: [C:1]([N:4]1[CH2:5][CH2:6][N:7]([C:10]2[N:15]=[C:14]([O:16][CH2:17][CH2:18][O:19][CH3:20])[C:13]([NH:21][C:22]([C:24]3[C:28]4[C:29](=[O:43])[N:30]([CH2:33][CH2:34][OH:35])[CH2:31][CH2:32][C:27]=4[O:26][CH:25]=3)=[O:23])=[CH:12][CH:11]=2)[CH2:8][CH2:9]1)(=[O:3])[CH3:2]. Given the reactants [C:1]([N:4]1[CH2:9][CH2:8][N:7]([C:10]2[N:15]=[C:14]([O:16][CH2:17][CH2:18][O:19][CH3:20])[C:13]([NH:21][C:22]([C:24]3[C:28]4[C:29](=[O:43])[N:30]([CH2:33][CH2:34][O:35]CC5C=CC=CC=5)[CH2:31][CH2:32][C:27]=4[O:26][CH:25]=3)=[O:23])=[CH:12][CH:11]=2)[CH2:6][CH2:5]1)(=[O:3])[CH3:2].C(N1CCN(C2N=C(OCC)C(NC(C3C4C(=O)N(CCOCC5C=CC=CC=5)CCC=4OC=3)=O)=CC=2)CC1)(=O)C, predict the reaction product. (7) The product is: [CH3:14][C:15]1[CH:20]=[CH:19][CH:18]=[CH:17][C:16]=1[O:21][C:22]1[CH:29]=[CH:28][C:25]([CH2:26][NH:27][C:4](=[O:6])[C:3]2[CH:7]=[CH:8][C:9]([CH2:11][O:12][CH3:13])=[N:10][C:2]=2[NH2:1])=[CH:24][CH:23]=1. Given the reactants [NH2:1][C:2]1[N:10]=[C:9]([CH2:11][O:12][CH3:13])[CH:8]=[CH:7][C:3]=1[C:4]([OH:6])=O.[CH3:14][C:15]1[CH:20]=[CH:19][CH:18]=[CH:17][C:16]=1[O:21][C:22]1[CH:29]=[CH:28][C:25]([CH2:26][NH2:27])=[CH:24][CH:23]=1.CN([P+](ON1N=NC2C=CC=CC1=2)(N(C)C)N(C)C)C.F[P-](F)(F)(F)(F)F.C(=O)(O)[O-].[Na+], predict the reaction product.